This data is from Choline transporter screen with 302,306 compounds. The task is: Binary Classification. Given a drug SMILES string, predict its activity (active/inactive) in a high-throughput screening assay against a specified biological target. (1) The drug is O=C(N1CCCCC1)C1CN(CCC1)CCCc1ccccc1. The result is 0 (inactive). (2) The compound is s1c2n(c(c3ccccc3)c1)c(=O)cc(OC)n2. The result is 0 (inactive). (3) The drug is [O-][N+](=O)c1cc(c(NC2CCCC2)cc1)C. The result is 0 (inactive). (4) The drug is Clc1ccc(C2NC(=S)N(C(=C2C(OCC)=O)C)CC)cc1. The result is 0 (inactive).